From a dataset of Reaction yield outcomes from USPTO patents with 853,638 reactions. Predict the reaction yield, written as a fraction of the theoretical maximum amount of product (1.0 means a 100% yield; for example, 0.34 means a 34% yield). (1) The reactants are C([O:3][C:4](=[O:18])[C:5]([CH3:17])([S:7]([CH2:10][CH:11]1[CH2:16][CH2:15][O:14][CH2:13][CH2:12]1)(=[O:9])=[O:8])[CH3:6])C.[OH-].[Na+].CC(OC)(C)C. The catalyst is C1COCC1. The product is [CH3:17][C:5]([S:7]([CH2:10][CH:11]1[CH2:12][CH2:13][O:14][CH2:15][CH2:16]1)(=[O:9])=[O:8])([CH3:6])[C:4]([OH:18])=[O:3]. The yield is 0.910. (2) The reactants are [Br:1][C:2]1[CH:7]=[CH:6][C:5]2[C:8]3[C:13]([C:14]4([CH2:23][CH2:22][C:17]5(OCC[O:18]5)[CH2:16][CH2:15]4)[C:4]=2[CH:3]=1)=[CH:12][C:11]([Br:24])=[CH:10][CH:9]=3.Cl. The catalyst is C1COCC1.O. The product is [Br:1][C:2]1[CH:7]=[CH:6][C:5]2[C:8]3[C:13](=[CH:12][C:11]([Br:24])=[CH:10][CH:9]=3)[C:14]3([CH2:15][CH2:16][C:17](=[O:18])[CH2:22][CH2:23]3)[C:4]=2[CH:3]=1. The yield is 0.730. (3) The reactants are [CH3:1][CH:2]([CH2:4][C:5](=O)[CH2:6][CH2:7][CH3:8])[CH3:3].C([O-])(=O)C.[NH4+].C([BH3-])#[N:16].[Na+]. The catalyst is CO. The product is [CH3:1][CH:2]([CH2:4][CH:5]([NH2:16])[CH2:6][CH2:7][CH3:8])[CH3:3]. The yield is 0.770.